From a dataset of Reaction yield outcomes from USPTO patents with 853,638 reactions. Predict the reaction yield, written as a fraction of the theoretical maximum amount of product (1.0 means a 100% yield; for example, 0.34 means a 34% yield). (1) The reactants are [O:1]([C:8]1[CH:13]=[CH:12][C:11]([C:14]([F:17])([F:16])[F:15])=[CH:10][C:9]=1[OH:18])[C:2]1[CH:7]=[CH:6][CH:5]=[CH:4][CH:3]=1.C[O:20][C:21](=[O:40])[CH2:22][CH2:23][C:24]1[CH:29]=[CH:28][C:27]([O:30][C:31]2[CH:36]=[C:35]([CH3:37])[CH:34]=[C:33](Br)[CH:32]=2)=[CH:26][C:25]=1[CH3:39]. No catalyst specified. The product is [CH3:39][C:25]1[CH:26]=[C:27]([O:30][C:31]2[CH:32]=[C:33]([O:18][C:9]3[CH:10]=[C:11]([C:14]([F:15])([F:16])[F:17])[CH:12]=[CH:13][C:8]=3[O:1][C:2]3[CH:3]=[CH:4][CH:5]=[CH:6][CH:7]=3)[CH:34]=[C:35]([CH3:37])[CH:36]=2)[CH:28]=[CH:29][C:24]=1[CH2:23][CH2:22][C:21]([OH:40])=[O:20]. The yield is 0.340. (2) The reactants are CC1(C)C(C)(C)OB([C:9]2[CH2:10][CH2:11][N:12]([C:15]([O:17][C:18]([CH3:21])([CH3:20])[CH3:19])=[O:16])[CH2:13][CH:14]=2)O1.Br[C:24]1[CH:29]=[CH:28][CH:27]=[CH:26][CH:25]=1.C(=O)([O-])[O-].[Na+].[Na+]. The catalyst is CN(C=O)C.O.C1C=CC(P(C2C=CC=CC=2)[C-]2C=CC=C2)=CC=1.C1C=CC(P(C2C=CC=CC=2)[C-]2C=CC=C2)=CC=1.Cl[Pd]Cl.[Fe+2]. The product is [C:24]1([C:9]2[CH2:10][CH2:11][N:12]([C:15]([O:17][C:18]([CH3:19])([CH3:20])[CH3:21])=[O:16])[CH2:13][CH:14]=2)[CH:29]=[CH:28][CH:27]=[CH:26][CH:25]=1. The yield is 0.970. (3) The catalyst is O1CCOCC1.O.CO.C1C=CC([P]([Pd]([P](C2C=CC=CC=2)(C2C=CC=CC=2)C2C=CC=CC=2)([P](C2C=CC=CC=2)(C2C=CC=CC=2)C2C=CC=CC=2)[P](C2C=CC=CC=2)(C2C=CC=CC=2)C2C=CC=CC=2)(C2C=CC=CC=2)C2C=CC=CC=2)=CC=1. The reactants are Br[C:2]1[CH:11]=[C:10]2[C:5]([N:6]=[C:7]([C:12]3[CH:17]=[CH:16][C:15]([F:18])=[C:14]([F:19])[CH:13]=3)[CH:8]=[N:9]2)=[C:4]([C:20]([NH:22][CH2:23][C:24]([O:26]CC)=[O:25])=[O:21])[C:3]=1[OH:29].[C:30]1(B(O)O)[CH:35]=[CH:34][CH:33]=[CH:32][CH:31]=1.C(=O)([O-])[O-].[K+].[K+].[OH-].[Na+]. The yield is 0.910. The product is [F:19][C:14]1[CH:13]=[C:12]([C:7]2[CH:8]=[N:9][C:10]3[C:5]([N:6]=2)=[C:4]([C:20]([NH:22][CH2:23][C:24]([OH:26])=[O:25])=[O:21])[C:3]([OH:29])=[C:2]([C:30]2[CH:35]=[CH:34][CH:33]=[CH:32][CH:31]=2)[CH:11]=3)[CH:17]=[CH:16][C:15]=1[F:18]. (4) The reactants are [C:1]1([S:7][CH2:8][C@H:9]([NH:14][C:15]2[CH:20]=[CH:19][C:18]([S:21](=[O:24])(=[O:23])[NH2:22])=[CH:17][C:16]=2[S:25]([C:28]([F:31])([F:30])[F:29])(=[O:27])=[O:26])[CH2:10][C:11]([OH:13])=O)[CH:6]=[CH:5][CH:4]=[CH:3][CH:2]=1.[Si:32]([O:49][CH2:50][CH2:51][NH:52][CH3:53])([C:45]([CH3:48])([CH3:47])[CH3:46])([C:39]1[CH:44]=[CH:43][CH:42]=[CH:41][CH:40]=1)[C:33]1[CH:38]=[CH:37][CH:36]=[CH:35][CH:34]=1. No catalyst specified. The product is [Si:32]([O:49][CH2:50][CH2:51][N:52]([CH3:53])[C:11](=[O:13])[CH2:10][C@@H:9]([NH:14][C:15]1[CH:20]=[CH:19][C:18]([S:21](=[O:24])(=[O:23])[NH2:22])=[CH:17][C:16]=1[S:25]([C:28]([F:29])([F:30])[F:31])(=[O:26])=[O:27])[CH2:8][S:7][C:1]1[CH:2]=[CH:3][CH:4]=[CH:5][CH:6]=1)([C:45]([CH3:47])([CH3:48])[CH3:46])([C:39]1[CH:40]=[CH:41][CH:42]=[CH:43][CH:44]=1)[C:33]1[CH:34]=[CH:35][CH:36]=[CH:37][CH:38]=1. The yield is 0.930. (5) The reactants are [Cl:1][C:2]1[CH:31]=[CH:30][C:5]([CH2:6][N:7]2[C:15]3[C:14](=[O:16])[N:13]([CH2:17][CH2:18][CH2:19][O:20][CH:21]4[CH2:26][CH2:25][CH2:24][CH2:23][O:22]4)[C:12](=[O:27])[N:11]([CH3:28])[C:10]=3[N:9]=[C:8]2[SH:29])=[CH:4][CH:3]=1.Br[CH2:33][C:34]1[CH:39]=[CH:38][CH:37]=[C:36]([O:40][C:41]([F:44])([F:43])[F:42])[CH:35]=1.C(=O)([O-])[O-].[K+].[K+]. The catalyst is CN(C=O)C.C(OCC)(=O)C.O. The product is [Cl:1][C:2]1[CH:3]=[CH:4][C:5]([CH2:6][N:7]2[C:15]3[C:14](=[O:16])[N:13]([CH2:17][CH2:18][CH2:19][O:20][CH:21]4[CH2:26][CH2:25][CH2:24][CH2:23][O:22]4)[C:12](=[O:27])[N:11]([CH3:28])[C:10]=3[N:9]=[C:8]2[S:29][CH2:33][C:34]2[CH:39]=[CH:38][CH:37]=[C:36]([O:40][C:41]([F:42])([F:43])[F:44])[CH:35]=2)=[CH:30][CH:31]=1. The yield is 0.873. (6) The reactants are C[O:2][C:3]1[CH:12]=[C:11]2[C:6]([CH:7]=[C:8]([C:14]3[CH:19]=[CH:18][C:17]([O:20]C)=[CH:16][CH:15]=3)[NH:9][C:10]2=[O:13])=[CH:5][CH:4]=1. The catalyst is [Cl-].C([N+](CC)(CC)CC)C1C=CC=CC=1.Cl. The product is [OH:2][C:3]1[CH:12]=[C:11]2[C:6]([CH:7]=[C:8]([C:14]3[CH:19]=[CH:18][C:17]([OH:20])=[CH:16][CH:15]=3)[NH:9][C:10]2=[O:13])=[CH:5][CH:4]=1. The yield is 0.740. (7) The reactants are I[C:2]1[C:3](=[O:17])[NH:4][C:5](=[O:16])[N:6]([CH:15]=1)[C@@H:7]1[O:14][C@H:11]([CH2:12][OH:13])[C@@H:9]([OH:10])[CH2:8]1.[Al].C(N(CC)CC)C.[C:26]([NH:29][C:30](=[O:35])[C:31]([F:34])([F:33])[F:32])#[C:27][CH3:28]. The catalyst is CN(C)C=O.[Cu]I.[Pd].C1(P(C2C=CC=CC=2)C2C=CC=CC=2)C=CC=CC=1.C1(P(C2C=CC=CC=2)C2C=CC=CC=2)C=CC=CC=1.C1(P(C2C=CC=CC=2)C2C=CC=CC=2)C=CC=CC=1.C1(P(C2C=CC=CC=2)C2C=CC=CC=2)C=CC=CC=1. The product is [F:32][C:31]([F:34])([F:33])[C:30]([NH:29][CH2:26][C:27]#[C:28][C:2]1[C:3](=[O:17])[NH:4][C:5](=[O:16])[N:6]([CH:15]=1)[C@@H:7]1[O:14][C@H:11]([CH2:12][OH:13])[C@@H:9]([OH:10])[CH2:8]1)=[O:35]. The yield is 0.670.